This data is from Tyrosyl-DNA phosphodiesterase HTS with 341,365 compounds. The task is: Binary Classification. Given a drug SMILES string, predict its activity (active/inactive) in a high-throughput screening assay against a specified biological target. (1) The drug is O=C(N1CCC(n2nccc2NC(=O)CCOc2ccccc2)CC1)CCCC(OC)=O. The result is 0 (inactive). (2) The compound is S(c1n2c(CCCCC2)c2c(n1)nn(c2=O)c1ccccc1)CC(=O)Nc1cc(F)c(F)cc1. The result is 0 (inactive). (3) The result is 0 (inactive). The drug is S(c1n(CCCOC)c(nn1)c1ccccc1)CC(=O)NC(C)(C)C. (4) The compound is Brc1n(C2OC3C(OP(=S)(OC3)[O-])C2O)c2nc3n(c(=O)c2n1)cc([nH]3)c1ccccc1. The result is 1 (active).